This data is from NCI-60 drug combinations with 297,098 pairs across 59 cell lines. The task is: Regression. Given two drug SMILES strings and cell line genomic features, predict the synergy score measuring deviation from expected non-interaction effect. (1) Drug 1: C1C(C(OC1N2C=C(C(=O)NC2=O)F)CO)O. Drug 2: CC1=C(C(=O)C2=C(C1=O)N3CC4C(C3(C2COC(=O)N)OC)N4)N. Cell line: SW-620. Synergy scores: CSS=43.9, Synergy_ZIP=-7.12, Synergy_Bliss=-6.90, Synergy_Loewe=1.72, Synergy_HSA=3.33. (2) Drug 2: CCCCC(=O)OCC(=O)C1(CC(C2=C(C1)C(=C3C(=C2O)C(=O)C4=C(C3=O)C=CC=C4OC)O)OC5CC(C(C(O5)C)O)NC(=O)C(F)(F)F)O. Synergy scores: CSS=19.1, Synergy_ZIP=-2.00, Synergy_Bliss=0.532, Synergy_Loewe=-4.18, Synergy_HSA=-1.19. Drug 1: CC1C(C(CC(O1)OC2CC(CC3=C2C(=C4C(=C3O)C(=O)C5=C(C4=O)C(=CC=C5)OC)O)(C(=O)C)O)N)O.Cl. Cell line: HCC-2998.